Dataset: Full USPTO retrosynthesis dataset with 1.9M reactions from patents (1976-2016). Task: Predict the reactants needed to synthesize the given product. (1) Given the product [F:1][C:2]1[C:3]([NH:16][C:17]2[CH:22]=[CH:21][C:20]([C:29]#[C:28][C:26]([OH:30])([CH3:27])[CH3:25])=[CH:19][C:18]=2[F:24])=[C:4]([CH:12]=[CH:13][C:14]=1[F:15])[C:5]([NH:7][O:8][CH2:9][CH2:10][OH:11])=[O:6], predict the reactants needed to synthesize it. The reactants are: [F:1][C:2]1[C:3]([NH:16][C:17]2[CH:22]=[CH:21][C:20](I)=[CH:19][C:18]=2[F:24])=[C:4]([CH:12]=[CH:13][C:14]=1[F:15])[C:5]([NH:7][O:8][CH2:9][CH2:10][OH:11])=[O:6].[CH3:25][C:26]([OH:30])([C:28]#[CH:29])[CH3:27]. (2) Given the product [Br:1][C:2]1[C:3]2[CH:11]=[CH:10][CH:9]=[C:8]([C:12]([CH3:14])=[CH2:13])[C:4]=2[S:5][C:6]=1[CH3:7], predict the reactants needed to synthesize it. The reactants are: [Br:1][C:2]1[C:3]2[CH:11]=[CH:10][CH:9]=[C:8]([C:12](O)([CH3:14])[CH3:13])[C:4]=2[S:5][C:6]=1[CH3:7].CCN(CC)CC.CS(Cl)(=O)=O. (3) Given the product [CH3:1][C:2]1[C:3]([N+:9]([O-:11])=[O:10])=[C:4]([O:8][S:14]([C:13]([F:26])([F:25])[F:12])(=[O:16])=[O:15])[CH:5]=[CH:6][CH:7]=1, predict the reactants needed to synthesize it. The reactants are: [CH3:1][C:2]1[C:3]([N+:9]([O-:11])=[O:10])=[C:4]([OH:8])[CH:5]=[CH:6][CH:7]=1.[F:12][C:13]([F:26])([F:25])[S:14](O[S:14]([C:13]([F:26])([F:25])[F:12])(=[O:16])=[O:15])(=[O:16])=[O:15]. (4) Given the product [CH2:1]([O:3][CH2:4][N:5]1[CH:9]=[C:8]([CH2:10][O:11][Si:12]([CH2:13][CH3:14])([CH2:17][CH3:18])[CH2:15][CH3:16])[N:7]=[C:6]1[C:27](=[O:29])[CH3:28])[CH3:2], predict the reactants needed to synthesize it. The reactants are: [CH2:1]([O:3][CH2:4][N:5]1[CH:9]=[C:8]([CH2:10][O:11][Si:12]([CH2:17][CH3:18])([CH2:15][CH3:16])[CH2:13][CH3:14])[N:7]=[CH:6]1)[CH3:2].C([Li])CCC.CON(C)[C:27](=[O:29])[CH3:28].[Cl-].[NH4+]. (5) Given the product [C:43]1(=[O:53])[N:47]([CH2:2][C:3]2[CH:12]=[CH:11][C:10]3[C:5](=[CH:6][CH:7]=[C:8]([CH2:13][CH2:14][CH2:15][CH2:16][N:17]([CH2:21][CH2:22][CH3:23])[CH2:18][CH2:19][CH3:20])[CH:9]=3)[CH:4]=2)[C:46](=[O:48])[C:45]2=[CH:49][CH:50]=[CH:51][CH:52]=[C:44]12, predict the reactants needed to synthesize it. The reactants are: O[CH2:2][C:3]1[CH:12]=[CH:11][C:10]2[C:5](=[CH:6][CH:7]=[C:8]([CH2:13][CH2:14][CH2:15][CH2:16][N:17]([CH2:21][CH2:22][CH3:23])[CH2:18][CH2:19][CH3:20])[CH:9]=2)[CH:4]=1.C1(P(C2C=CC=CC=2)C2C=CC=CC=2)C=CC=CC=1.[C:43]1(=[O:53])[NH:47][C:46](=[O:48])[C:45]2=[CH:49][CH:50]=[CH:51][CH:52]=[C:44]12.N(C(OCC)=O)=NC(OCC)=O.C1(C)C=CC=CC=1.